From a dataset of Reaction yield outcomes from USPTO patents with 853,638 reactions. Predict the reaction yield, written as a fraction of the theoretical maximum amount of product (1.0 means a 100% yield; for example, 0.34 means a 34% yield). (1) The reactants are [F:1][C:2]1[CH:3]=[C:4]([C:8]2[C:17]3[O:16][CH2:15][CH2:14][N:13](C(OC(C)(C)C)=O)[CH2:12][C:11]=3[S:10][CH:9]=2)[CH:5]=[CH:6][CH:7]=1.C(OCC)(=O)C.Cl. The catalyst is C(OCC)(=O)C. The product is [F:1][C:2]1[CH:3]=[C:4]([C:8]2[C:17]3[O:16][CH2:15][CH2:14][NH:13][CH2:12][C:11]=3[S:10][CH:9]=2)[CH:5]=[CH:6][CH:7]=1. The yield is 0.830. (2) The reactants are [NH2:1][C:2]1[CH:3]=[C:4]([CH:21]=[CH:22][CH:23]=1)[O:5][C:6]1[CH:7]=[CH:8][C:9]2[N:10]([CH:12]=[C:13]([NH:15][C:16]([CH:18]3[CH2:20][CH2:19]3)=[O:17])[N:14]=2)[N:11]=1.[F:24][C:25]1[CH:33]=[CH:32][C:28]([C:29](O)=[O:30])=[CH:27][C:26]=1[C:34]([F:37])([F:36])[F:35].ON1C2C=CC=CC=2N=N1.Cl.C(N=C=NCCCN(C)C)C. The catalyst is CN(C)C=O. The product is [CH:18]1([C:16]([NH:15][C:13]2[N:14]=[C:9]3[CH:8]=[CH:7][C:6]([O:5][C:4]4[CH:3]=[C:2]([NH:1][C:29](=[O:30])[C:28]5[CH:32]=[CH:33][C:25]([F:24])=[C:26]([C:34]([F:37])([F:35])[F:36])[CH:27]=5)[CH:23]=[CH:22][CH:21]=4)=[N:11][N:10]3[CH:12]=2)=[O:17])[CH2:20][CH2:19]1. The yield is 0.760. (3) The reactants are [NH2:1][C:2]1[CH:3]=[CH:4][C:5]2[O:10][CH2:9][CH2:8][N:7]([C:11]3[S:12][C:13]4[C:14](=[O:22])[NH:15][C:16]([CH3:21])([CH3:20])[CH2:17][C:18]=4[N:19]=3)[C:6]=2[CH:23]=1.Br[C:25]1[CH:26]=[CH:27][C:28]([CH3:31])=[N:29][CH:30]=1.CC(C)([O-])C.[Na+]. The catalyst is C1(C)C=CC=CC=1.C([O-])(=O)C.[Pd+2].C([O-])(=O)C. The product is [CH3:20][C:16]1([CH3:21])[NH:15][C:14](=[O:22])[C:13]2[S:12][C:11]([N:7]3[C:6]4[CH:23]=[C:2]([NH:1][C:25]5[CH:30]=[N:29][C:28]([CH3:31])=[CH:27][CH:26]=5)[CH:3]=[CH:4][C:5]=4[O:10][CH2:9][CH2:8]3)=[N:19][C:18]=2[CH2:17]1. The yield is 0.280. (4) The reactants are C([N-]C(C)C)(C)C.[Li+].[CH3:9][C:10]([CH3:15])=[CH:11][C:12](O)=[O:13].[CH3:16][S:17][C:18]1[CH:25]=[CH:24][C:21]([C:22]#[N:23])=[CH:20][CH:19]=1.O. The catalyst is CCCCCCC.C1COCC1.C(C1C=CC=CC=1)C.C1COCC1.C(OCC)(=O)C. The product is [CH3:9][C:10]1[CH:15]=[C:22]([C:21]2[CH:24]=[CH:25][C:18]([S:17][CH3:16])=[CH:19][CH:20]=2)[NH:23][C:12](=[O:13])[CH:11]=1. The yield is 0.430. (5) The reactants are N1C2C(=CC=CC=2)C(CC(=O)C(O)=O)=C1.[OH-:16].[Na+].C([O-])(=O)C(C)=O.[Na+].[OH:25][C:26]([CH2:36][C:37]1[C:45]2[C:40](=[CH:41][CH:42]=[CH:43][CH:44]=2)[NH:39][CH:38]=1)([C:33]([OH:35])=[O:34])[CH2:27][C:28](=O)[C:29]([OH:31])=[O:30].Cl.[NH2:47]O.Cl. The catalyst is C(=O)([O-])[O-].[Na+].[Na+]. The product is [OH:25][C:26]([CH2:36][C:37]1[C:45]2[C:40](=[CH:41][CH:42]=[CH:43][CH:44]=2)[NH:39][CH:38]=1)([C:33]([OH:35])=[O:34])[CH2:27][C:28](=[N:47][OH:16])[C:29]([OH:31])=[O:30]. The yield is 0.320.